Dataset: Full USPTO retrosynthesis dataset with 1.9M reactions from patents (1976-2016). Task: Predict the reactants needed to synthesize the given product. (1) Given the product [N:1]([C@H:18]1[CH2:17][CH2:16][C@H:15]([C:24]([O:26][CH2:27][CH3:28])=[O:25])[CH2:14][C@H:13]1[NH:12][C:10]([O:9][C:5]([CH3:6])([CH3:8])[CH3:7])=[O:11])=[N+:2]=[N-:3], predict the reactants needed to synthesize it. The reactants are: [N-:1]=[N+:2]=[N-:3].[Na+].[C:5]([O:9][C:10]([NH:12][C@H:13]1[C@H:18](OS(C)(=O)=O)[CH2:17][CH2:16][C@H:15]([C:24]([O:26][CH2:27][CH3:28])=[O:25])[CH2:14]1)=[O:11])([CH3:8])([CH3:7])[CH3:6].O.C(OCC)(=O)C. (2) Given the product [N:1]1([CH2:8][CH2:9][O:10][C:11]2[CH:12]=[CH:13][C:14]([C:15]([C:17]3[C:26]4[C:21](=[CH:22][C:23]([O:27][CH3:28])=[CH:24][CH:25]=4)[CH:20]=[CH:19][C:18]=3[C:41]3[CH:42]=[CH:43][C:44]([F:46])=[CH:45][C:40]=3[F:39])=[O:16])=[CH:37][CH:38]=2)[CH2:7][CH2:6][CH2:5][CH2:4][CH2:3][CH2:2]1, predict the reactants needed to synthesize it. The reactants are: [N:1]1([CH2:8][CH2:9][O:10][C:11]2[CH:38]=[CH:37][C:14]([C:15]([C:17]3[C:26]4[C:21](=[CH:22][C:23]([O:27][CH3:28])=[CH:24][CH:25]=4)[CH:20]=[CH:19][C:18]=3OS(C(F)(F)F)(=O)=O)=[O:16])=[CH:13][CH:12]=2)[CH2:7][CH2:6][CH2:5][CH2:4][CH2:3][CH2:2]1.[F:39][C:40]1[CH:45]=[C:44]([F:46])[CH:43]=[CH:42][C:41]=1B(O)O.N1(CCOC2C=CC(C=O)=CC=2)CCCCC1. (3) Given the product [CH3:1][C:2]1[N:18]([CH2:17][CH2:16][O:15][CH2:14][CH2:13][S:10]([CH3:9])(=[O:12])=[O:11])[C:19]2[C:28]3[CH:27]=[CH:26][CH:25]=[CH:24][C:23]=3[N:22]=[CH:21][C:20]=2[N:29]=1, predict the reactants needed to synthesize it. The reactants are: [C:1](OC)(OC)(OC)[CH3:2].[CH3:9][S:10]([CH2:13][CH2:14][O:15][CH2:16][CH2:17][NH:18][C:19]1[C:28]2[C:23](=[CH:24][CH:25]=[CH:26][CH:27]=2)[N:22]=[CH:21][C:20]=1[NH2:29])(=[O:12])=[O:11].Cl.N1C=CC=CC=1. (4) Given the product [NH2:1][C@@H:2]([C:4]1[C:5]([F:32])=[C:6]([C:10]2[CH:19]=[C:18]3[C:13]([CH2:14][CH2:15][CH2:16][N:17]3[CH2:20][C:21]3[CH:26]=[CH:25][CH:24]=[CH:23][C:22]=3[CH2:27][C:28]([OH:30])=[O:29])=[CH:12][CH:11]=2)[CH:7]=[CH:8][CH:9]=1)[CH3:3], predict the reactants needed to synthesize it. The reactants are: [NH2:1][C@@H:2]([C:4]1[C:5]([F:32])=[C:6]([C:10]2[CH:19]=[C:18]3[C:13]([CH2:14][CH2:15][CH2:16][N:17]3[CH2:20][C:21]3[CH:26]=[CH:25][CH:24]=[CH:23][C:22]=3[CH2:27][C:28]([O:30]C)=[O:29])=[CH:12][CH:11]=2)[CH:7]=[CH:8][CH:9]=1)[CH3:3].[Li+].[OH-]. (5) Given the product [S:8]1[C:4]([C:1](=[O:3])[CH2:2][C:32](=[O:33])[C:31]([F:40])([F:39])[F:30])=[CH:5][C:6]2[CH:12]=[CH:11][CH:10]=[CH:9][C:7]1=2, predict the reactants needed to synthesize it. The reactants are: [C:1]([C:4]1[S:8][C:7]2[CH:9]=[CH:10][CH:11]=[CH:12][C:6]=2[CH:5]=1)(=[O:3])[CH3:2].C(=O)=O.CC(C)=O.[Li+].C[Si]([N-][Si](C)(C)C)(C)C.[F:30][C:31]([F:40])([F:39])[C:32](N1C=CN=C1)=[O:33].Cl. (6) Given the product [NH2:4][C:5]([C:8]1[CH:9]=[C:10]([CH:14]=[C:15]([C:17]([F:18])([F:19])[F:20])[CH:16]=1)[C:11]([OH:13])=[O:12])([CH3:7])[CH3:6], predict the reactants needed to synthesize it. The reactants are: C([NH:4][C:5]([C:8]1[CH:9]=[C:10]([CH:14]=[C:15]([C:17]([F:20])([F:19])[F:18])[CH:16]=1)[C:11]([OH:13])=[O:12])([CH3:7])[CH3:6])(=O)C.C(O)CO.[OH-].[K+]. (7) Given the product [CH2:1]([O:5][C:6]([N:8]1[CH2:12][CH2:11][C@H:10]([NH:13][C:14]2[CH:19]=[CH:18][C:17]([N+:20]([O-:22])=[O:21])=[CH:16][CH:15]=2)[CH2:9]1)=[O:7])[CH3:2], predict the reactants needed to synthesize it. The reactants are: [C:1]([O:5][C:6]([N:8]1[CH2:12][CH2:11][C@H:10]([NH:13][C:14]2[CH:19]=[CH:18][C:17]([N+:20]([O-:22])=[O:21])=[CH:16][CH:15]=2)[CH2:9]1)=[O:7])(C)(C)[CH3:2].FC(F)(F)C(O)=O.ClC(OCC)=O.C(N(CC)CC)C. (8) Given the product [CH3:1][O:2][CH:3]1[CH2:7][CH2:6][N:5]([C:20]2[CH:25]=[CH:24][C:23]([S:26]([Cl:29])(=[O:28])=[O:27])=[CH:22][CH:21]=2)[CH2:4]1.[CH3:8][O:9][C@@H:10]1[CH2:14][CH2:13][N:12]([C:20]2[CH:25]=[CH:24][C:23]([S:26]([Cl:29])(=[O:28])=[O:27])=[CH:22][CH:21]=2)[CH2:11]1.[CH3:1][O:2][C@H:17]1[CH2:18][CH2:19][N:15]([C:20]2[CH:21]=[CH:22][C:23]([S:26]([Cl:29])(=[O:28])=[O:27])=[CH:24][CH:25]=2)[CH2:16]1, predict the reactants needed to synthesize it. The reactants are: [CH3:1][O:2][CH:3]1[CH2:7][CH2:6][NH:5][CH2:4]1.[CH3:8][O:9][C@@H:10]1[CH2:14][CH2:13][NH:12][CH2:11]1.[N:15]1([C:20]2[CH:25]=[CH:24][C:23]([S:26]([Cl:29])(=[O:28])=[O:27])=[CH:22][CH:21]=2)[CH2:19][CH2:18][CH2:17][CH2:16]1. (9) Given the product [C:15]1([C:9]2[CH:14]=[CH:13][CH:12]=[CH:11][CH:10]=2)[CH:16]=[CH:17][C:18]([O:21][C:2](=[CH:7][CH3:8])[C:3]([O:5][CH3:6])=[O:4])=[CH:19][CH:20]=1, predict the reactants needed to synthesize it. The reactants are: Br[C:2](=[CH:7][CH3:8])[C:3]([O:5][CH3:6])=[O:4].[C:9]1([C:15]2[CH:20]=[CH:19][C:18]([OH:21])=[CH:17][CH:16]=2)[CH:14]=[CH:13][CH:12]=[CH:11][CH:10]=1.C([O-])([O-])=O.[K+].[K+].